From a dataset of Forward reaction prediction with 1.9M reactions from USPTO patents (1976-2016). Predict the product of the given reaction. (1) Given the reactants FC(F)(F)C(O)=O.[CH3:8][S:9]([C:12]1[CH:33]=[CH:32][C:15]([O:16][C:17]2[N:22]=[CH:21][N:20]=[C:19]3[N:23]([CH:26]4[CH2:31][CH2:30][NH:29][CH2:28][CH2:27]4)[N:24]=[CH:25][C:18]=23)=[CH:14][CH:13]=1)(=[O:11])=[O:10].[CH3:34][C:35]1[O:39][N:38]=[C:37]([C:40](O)=[O:41])[CH:36]=1.[B-](F)(F)(F)F.CN(C(ON1C(=O)CCC1=O)=[N+](C)C)C.C(N(C(C)C)CC)(C)C, predict the reaction product. The product is: [CH3:8][S:9]([C:12]1[CH:13]=[CH:14][C:15]([O:16][C:17]2[N:22]=[CH:21][N:20]=[C:19]3[N:23]([CH:26]4[CH2:27][CH2:28][N:29]([C:40]([C:37]5[CH:36]=[C:35]([CH3:34])[O:39][N:38]=5)=[O:41])[CH2:30][CH2:31]4)[N:24]=[CH:25][C:18]=23)=[CH:32][CH:33]=1)(=[O:11])=[O:10]. (2) Given the reactants [CH3:1][O:2][C:3]1[CH:4]=[CH:5][C:6]2[O:10][C:9](=[O:11])[NH:8][C:7]=2[CH:12]=1.[H-].[Na+].Br[CH2:16][C:17]([O:19][CH2:20][CH3:21])=[O:18].FC(F)(F)C(O)=O, predict the reaction product. The product is: [CH3:1][O:2][C:3]1[CH:4]=[CH:5][C:6]2[O:10][C:9](=[O:11])[N:8]([CH2:16][C:17]([O:19][CH2:20][CH3:21])=[O:18])[C:7]=2[CH:12]=1. (3) Given the reactants [C:1]1([C:7]2[S:8][CH:9]=[C:10]([C:12]3[CH:13]=[C:14]4[C:19](=[CH:20][CH:21]=3)[CH:18]=[C:17]([O:22][CH2:23][C:24]#[N:25])[CH:16]=[CH:15]4)[N:11]=2)[CH:6]=[CH:5][CH:4]=[CH:3][CH:2]=1.[N-:26]=[N+:27]=[N-:28].[Na+].[Cl-].[NH4+], predict the reaction product. The product is: [C:1]1([C:7]2[S:8][CH:9]=[C:10]([C:12]3[CH:13]=[C:14]4[C:19](=[CH:20][CH:21]=3)[CH:18]=[C:17]([O:22][CH2:23][C:24]3[NH:28][N:27]=[N:26][N:25]=3)[CH:16]=[CH:15]4)[N:11]=2)[CH:2]=[CH:3][CH:4]=[CH:5][CH:6]=1. (4) Given the reactants I[C:2]1C=CN=C(OC)[C:3]=1C1NC(C2C=CC=CC=2)=CN=1.[I:21][C:22]1[CH:27]=[CH:26][N:25]=[C:24]([O:28][CH3:29])[C:23]=1[C:30]1[N:31]([OH:41])[C:32]([C:35]2[CH:40]=[CH:39][CH:38]=[CH:37][CH:36]=2)=[CH:33][N:34]=1, predict the reaction product. The product is: [CH2:2]([C:33]1[N:34]=[C:30]([C:23]2[C:24]([O:28][CH3:29])=[N:25][CH:26]=[CH:27][C:22]=2[I:21])[N:31]([OH:41])[C:32]=1[C:35]1[CH:40]=[CH:39][CH:38]=[CH:37][CH:36]=1)[CH3:3]. (5) The product is: [CH3:14][O:13][C:5]1[CH:6]=[C:7]2[C:2](=[CH:3][C:4]=1[O:15][CH2:16][CH:17]1[CH2:18][CH2:19][N:20]([CH3:23])[CH2:21][CH2:22]1)[N:1]=[CH:28][NH:29][C:8]2=[O:10]. Given the reactants [NH2:1][C:2]1[C:7]([C:8]([O:10]CC)=O)=[CH:6][C:5]([O:13][CH3:14])=[C:4]([O:15][CH2:16][CH:17]2[CH2:22][CH2:21][N:20]([CH3:23])[CH2:19][CH2:18]2)[CH:3]=1.C(O)(=O)C.[CH:28](N)=[NH:29], predict the reaction product. (6) Given the reactants [Br:1][C:2]1[CH:7]=[C:6]([CH:8]=[C:9]2[C:17]3[C:12](=[CH:13][CH:14]=[CH:15][CH:16]=3)[C:11](=O)[O:10]2)[CH:5]=[CH:4][N:3]=1.O.[NH2:20][NH2:21], predict the reaction product. The product is: [Br:1][C:2]1[CH:7]=[C:6]([CH2:8][C:9]2[C:17]3[C:12](=[CH:13][CH:14]=[CH:15][CH:16]=3)[C:11](=[O:10])[NH:21][N:20]=2)[CH:5]=[CH:4][N:3]=1. (7) Given the reactants [F:1][C:2]1[CH:3]=[C:4]([C:8]2[N:12]=[C:11]([CH:13]3[CH2:18][CH:17]([C:19]4[CH:24]=[CH:23][C:22]([O:25][C:26]([F:29])([F:28])[F:27])=[CH:21][CH:20]=4)[CH2:16][N:15]([C:30](=[O:42])[C:31]([NH:34]C(=O)OC(C)(C)C)([CH3:33])[CH3:32])[CH2:14]3)[O:10][N:9]=2)[CH:5]=[CH:6][CH:7]=1.FC(F)(F)C(O)=O, predict the reaction product. The product is: [NH2:34][C:31]([CH3:33])([CH3:32])[C:30]([N:15]1[CH2:16][CH:17]([C:19]2[CH:20]=[CH:21][C:22]([O:25][C:26]([F:28])([F:29])[F:27])=[CH:23][CH:24]=2)[CH2:18][CH:13]([C:11]2[O:10][N:9]=[C:8]([C:4]3[CH:5]=[CH:6][CH:7]=[C:2]([F:1])[CH:3]=3)[N:12]=2)[CH2:14]1)=[O:42].